From a dataset of Reaction yield outcomes from USPTO patents with 853,638 reactions. Predict the reaction yield, written as a fraction of the theoretical maximum amount of product (1.0 means a 100% yield; for example, 0.34 means a 34% yield). (1) The reactants are [CH3:1][O:2][C:3]1[CH:8]=[CH:7][C:6]([C:9]2[S:13][C:12]([C:14]([OH:16])=O)=[C:11]([NH:17][C:18]([NH:20][C:21]3[C:26]([CH3:27])=[CH:25][C:24]([CH3:28])=[CH:23][C:22]=3[CH3:29])=[O:19])[CH:10]=2)=[CH:5][CH:4]=1.CN(C(ON1N=NC2C=CC=NC1=2)=[N+](C)C)C.F[P-](F)(F)(F)(F)F.CCN(C(C)C)C(C)C.[NH2:63][C:64]1([C:71]([O:73][CH3:74])=[O:72])[CH2:70][CH2:69][CH2:68][CH2:67][CH2:66][CH2:65]1. The catalyst is CN(C=O)C. The product is [CH3:1][O:2][C:3]1[CH:8]=[CH:7][C:6]([C:9]2[S:13][C:12]([C:14]([NH:63][C:64]3([C:71]([O:73][CH3:74])=[O:72])[CH2:70][CH2:69][CH2:68][CH2:67][CH2:66][CH2:65]3)=[O:16])=[C:11]([NH:17][C:18]([NH:20][C:21]3[C:22]([CH3:29])=[CH:23][C:24]([CH3:28])=[CH:25][C:26]=3[CH3:27])=[O:19])[CH:10]=2)=[CH:5][CH:4]=1. The yield is 0.690. (2) The reactants are C(O)(=O)C.[N+:5]([C:8]1[CH:9]=[C:10]([N:14]2[C:18]([C:19]3[CH:24]=[CH:23][CH:22]=[CH:21][CH:20]=3)=[CH:17][C:16]([C:25]([F:28])([F:27])[F:26])=[N:15]2)[CH:11]=[CH:12][CH:13]=1)([O-])=O. The catalyst is [Pd].C(O)C. The product is [NH2:5][C:8]1[CH:9]=[C:10]([N:14]2[C:18]([C:19]3[CH:24]=[CH:23][CH:22]=[CH:21][CH:20]=3)=[CH:17][C:16]([C:25]([F:28])([F:27])[F:26])=[N:15]2)[CH:11]=[CH:12][CH:13]=1. The yield is 0.914.